Dataset: Full USPTO retrosynthesis dataset with 1.9M reactions from patents (1976-2016). Task: Predict the reactants needed to synthesize the given product. (1) Given the product [CH:9]([O:8][C:6]1[N:7]=[C:2]([O:27][C:28]2[CH:33]=[CH:32][CH:31]=[CH:30][C:29]=2[C:34]([F:35])([F:36])[F:37])[N:3]=[C:4]([NH:12][C:13]2[CH:18]=[CH:17][C:16]([N:19]3[CH:23]=[C:22]([CH3:24])[N:21]=[CH:20]3)=[C:15]([O:25][CH3:26])[CH:14]=2)[N:5]=1)([CH3:11])[CH3:10], predict the reactants needed to synthesize it. The reactants are: Cl[C:2]1[N:7]=[C:6]([O:8][CH:9]([CH3:11])[CH3:10])[N:5]=[C:4]([NH:12][C:13]2[CH:18]=[CH:17][C:16]([N:19]3[CH:23]=[C:22]([CH3:24])[N:21]=[CH:20]3)=[C:15]([O:25][CH3:26])[CH:14]=2)[N:3]=1.[OH:27][C:28]1[CH:33]=[CH:32][CH:31]=[CH:30][C:29]=1[C:34]([F:37])([F:36])[F:35]. (2) Given the product [C:21]1([CH:20]([C:27]2[CH:32]=[CH:31][CH:30]=[CH:29][CH:28]=2)[CH2:19][NH:18][C:16]2[C:15]3[C:10](=[CH:11][CH:12]=[CH:13][CH:14]=3)[N:9]=[C:8]([C:5]3[CH:4]=[N:3][C:2]([NH:1][S:34]([CH3:33])(=[O:36])=[O:35])=[N:7][CH:6]=3)[N:17]=2)[CH:22]=[CH:23][CH:24]=[CH:25][CH:26]=1, predict the reactants needed to synthesize it. The reactants are: [NH2:1][C:2]1[N:7]=[CH:6][C:5]([C:8]2[N:17]=[C:16]([NH:18][CH2:19][CH:20]([C:27]3[CH:32]=[CH:31][CH:30]=[CH:29][CH:28]=3)[C:21]3[CH:26]=[CH:25][CH:24]=[CH:23][CH:22]=3)[C:15]3[C:10](=[CH:11][CH:12]=[CH:13][CH:14]=3)[N:9]=2)=[CH:4][N:3]=1.[CH3:33][S:34](Cl)(=[O:36])=[O:35]. (3) The reactants are: [CH2:1]([NH2:8])[C:2]1[CH:7]=[CH:6][CH:5]=[CH:4][CH:3]=1.[CH3:9][CH:10](C)[C:11](=[O:13])C.Cl.C=O.[CH2:18](N)C1C=CC=CC=1.C(N([CH:32]([CH3:34])[CH3:33])CC)(C)C.C=O.[OH-].[K+]. Given the product [CH2:1]([N:8]1[CH2:9][CH2:10][C:11](=[O:13])[C:32]([CH3:33])([CH3:34])[CH2:18]1)[C:2]1[CH:7]=[CH:6][CH:5]=[CH:4][CH:3]=1, predict the reactants needed to synthesize it.